From a dataset of Reaction yield outcomes from USPTO patents with 853,638 reactions. Predict the reaction yield, written as a fraction of the theoretical maximum amount of product (1.0 means a 100% yield; for example, 0.34 means a 34% yield). (1) The reactants are [NH:1]1[CH2:6][CH2:5][CH:4]([CH:7]([N:11]2[CH:15]=[C:14]([C:16]3[C:17]4[CH:24]=[CH:23][NH:22][C:18]=4[N:19]=[CH:20][N:21]=3)[CH:13]=[N:12]2)[CH2:8][C:9]#[N:10])[CH2:3][CH2:2]1.[Cl:25][C:26]1[C:31]([CH3:32])=[C:30](Cl)[N:29]=[CH:28][N:27]=1.C(N(CC)C(C)C)(C)C.C(O)C. No catalyst specified. The product is [Cl:25][C:26]1[N:27]=[CH:28][N:29]=[C:30]([N:1]2[CH2:2][CH2:3][CH:4]([CH:7]([N:11]3[CH:15]=[C:14]([C:16]4[C:17]5[CH:24]=[CH:23][NH:22][C:18]=5[N:19]=[CH:20][N:21]=4)[CH:13]=[N:12]3)[CH2:8][C:9]#[N:10])[CH2:5][CH2:6]2)[C:31]=1[CH3:32]. The yield is 0.440. (2) The reactants are [Cl-].O[NH3+:3].[C:4](=[O:7])([O-])[OH:5].[Na+].CS(C)=O.[CH2:13]([C:15]1[N:16]=[C:17]([CH2:46][CH2:47][CH3:48])[N:18]([CH2:31][C:32]2[CH:37]=[CH:36][C:35]([C:38]3[C:39]([C:44]#[N:45])=[CH:40][CH:41]=[CH:42][CH:43]=3)=[CH:34][CH:33]=2)[C:19](=[O:30])[C:20]=1[O:21][C:22]1[CH:27]=[CH:26][C:25]([CH2:28][CH3:29])=[CH:24][CH:23]=1)[CH3:14]. The catalyst is C(OCC)(=O)C. The product is [CH2:13]([C:15]1[N:16]=[C:17]([CH2:46][CH2:47][CH3:48])[N:18]([CH2:31][C:32]2[CH:37]=[CH:36][C:35]([C:38]3[CH:43]=[CH:42][CH:41]=[CH:40][C:39]=3[C:44]3[NH:3][C:4](=[O:7])[O:5][N:45]=3)=[CH:34][CH:33]=2)[C:19](=[O:30])[C:20]=1[O:21][C:22]1[CH:23]=[CH:24][C:25]([CH2:28][CH3:29])=[CH:26][CH:27]=1)[CH3:14]. The yield is 0.710. (3) The reactants are [C:1]([C:5]1[NH:6][C:7]2[C:12]([CH:13]=1)=[CH:11][C:10]([N+:14]([O-])=O)=[CH:9][C:8]=2[C:17]#[N:18])([CH3:4])([CH3:3])[CH3:2].[BH4-].[Na+]. The catalyst is CO. The product is [NH2:14][C:10]1[CH:11]=[C:12]2[C:7](=[C:8]([C:17]#[N:18])[CH:9]=1)[NH:6][C:5]([C:1]([CH3:4])([CH3:3])[CH3:2])=[CH:13]2. The yield is 0.320. (4) The reactants are Cl[CH2:2][CH2:3][CH2:4][O:5][C:6]1[CH:7]=[C:8]([O:12][CH2:13][C:14]2[CH:19]=[CH:18][CH:17]=[CH:16][CH:15]=2)[CH:9]=[N:10][CH:11]=1.[CH3:20][NH2:21]. The catalyst is CO. The product is [CH3:20][NH:21][CH2:2][CH2:3][CH2:4][O:5][C:6]1[CH:11]=[N:10][CH:9]=[C:8]([O:12][CH2:13][C:14]2[CH:19]=[CH:18][CH:17]=[CH:16][CH:15]=2)[CH:7]=1. The yield is 0.717. (5) The catalyst is C(O)C.C1(C)C=CC=CC=1. The product is [CH3:37][O:38][C:39]1[CH:40]=[C:41]2[C:46](=[CH:47][C:48]=1[O:49][CH3:50])[N:45]=[CH:44][CH:43]=[C:42]2[O:51][C:52]1[CH:58]=[CH:57][C:55]([NH:56][C:34]([NH:33][C:31]([C:30]2[CH:29]=[C:28]([CH3:36])[O:27][C:26]=2[CH3:25])=[O:32])=[S:35])=[CH:54][C:53]=1[F:59]. The reactants are S(Cl)(Cl)=O.CC1OC(C)=CC=1C(O)=O.CC1OC(C)=CC=1C(Cl)=O.[CH3:25][C:26]1[O:27][C:28]([CH3:36])=[CH:29][C:30]=1[C:31]([N:33]=[C:34]=[S:35])=[O:32].[CH3:37][O:38][C:39]1[CH:40]=[C:41]2[C:46](=[CH:47][C:48]=1[O:49][CH3:50])[N:45]=[CH:44][CH:43]=[C:42]2[O:51][C:52]1[CH:58]=[CH:57][C:55]([NH2:56])=[CH:54][C:53]=1[F:59]. The yield is 0.640. (6) The reactants are [H-].[Na+].Cl.[OH:4][CH2:5][C:6]1[C:7]([CH3:14])=[C:8]([OH:13])[C:9]([CH3:12])=[N:10][CH:11]=1.[Cl:15][C:16]1[CH:21]=[C:20]([N+]([O-])=O)[CH:19]=[CH:18][N:17]=1. The catalyst is CN(C=O)C.O. The product is [Cl:15][C:16]1[CH:21]=[C:20]([O:13][C:8]2[C:7]([CH3:14])=[C:6]([CH2:5][OH:4])[CH:11]=[N:10][C:9]=2[CH3:12])[CH:19]=[CH:18][N:17]=1. The yield is 0.790. (7) The reactants are [N+:1]([C:4]1[CH:11]=[C:8]([C:9]#[N:10])[C:7]([NH2:12])=[CH:6][CH:5]=1)([O-:3])=[O:2].[CH3:13][N:14]([CH3:17])[CH:15]=O. The catalyst is C(Cl)(Cl)Cl. The product is [C:9]([C:8]1[CH:11]=[C:4]([N+:1]([O-:3])=[O:2])[CH:5]=[CH:6][C:7]=1[N:12]=[CH:13][N:14]([CH3:17])[CH3:15])#[N:10]. The yield is 0.960.